From a dataset of Full USPTO retrosynthesis dataset with 1.9M reactions from patents (1976-2016). Predict the reactants needed to synthesize the given product. The reactants are: C[O:2][C:3](=O)[CH2:4][CH2:5][CH2:6][CH2:7][CH:8]=[C:9]1[CH2:14][CH2:13][CH2:12][CH2:11][CH2:10]1.CC(C[AlH]CC(C)C)C. Given the product [C:9]1(=[CH:8][CH2:7][CH2:6][CH2:5][CH2:4][CH2:3][OH:2])[CH2:14][CH2:13][CH2:12][CH2:11][CH2:10]1, predict the reactants needed to synthesize it.